Predict the product of the given reaction. From a dataset of Forward reaction prediction with 1.9M reactions from USPTO patents (1976-2016). (1) The product is: [C:18]1([C:15]2[CH:14]=[CH:13][CH:12]=[CH:17][CH:16]=2)[CH:19]=[CH:20][C:21]([NH:24][C:25]([NH:1][C:2]2[CH:3]=[C:4]3[C:9](=[CH:10][CH:11]=2)[N:8]=[CH:7][CH:6]=[CH:5]3)=[O:26])=[CH:22][CH:23]=1. Given the reactants [NH2:1][C:2]1[CH:3]=[C:4]2[C:9](=[CH:10][CH:11]=1)[N:8]=[CH:7][CH:6]=[CH:5]2.[CH:12]1[CH:17]=[CH:16][C:15]([C:18]2[CH:23]=[CH:22][C:21]([N:24]=[C:25]=[O:26])=[CH:20][CH:19]=2)=[CH:14][CH:13]=1, predict the reaction product. (2) The product is: [OH:39][CH2:38][CH2:37][NH:36][C:32]1[C:27]2[S:26][CH:25]=[C:24]([C:22]([NH:21][C:3]3[CH:4]=[C:5]([C:8](=[O:20])[NH:9][C:10]4[CH:15]=[CH:14][CH:13]=[C:12]([C:16]([F:17])([F:19])[F:18])[CH:11]=4)[CH:6]=[CH:7][C:2]=3[CH3:1])=[O:23])[C:28]=2[N:29]=[CH:30][N:31]=1. Given the reactants [CH3:1][C:2]1[CH:7]=[CH:6][C:5]([C:8](=[O:20])[NH:9][C:10]2[CH:15]=[CH:14][CH:13]=[C:12]([C:16]([F:19])([F:18])[F:17])[CH:11]=2)=[CH:4][C:3]=1[NH:21][C:22]([C:24]1[C:28]2[N:29]=[CH:30][N:31]=[C:32](S(C)=O)[C:27]=2[S:26][CH:25]=1)=[O:23].[NH2:36][CH2:37][CH2:38][OH:39], predict the reaction product. (3) Given the reactants [CH2:1]([C:8]1[S:12][C:11]([NH2:13])=[N:10][C:9]=1[C:14]1[CH:19]=[CH:18][CH:17]=[CH:16][CH:15]=1)[C:2]1[CH:7]=[CH:6][CH:5]=[CH:4][CH:3]=1.[CH2:20]([S:22][C:23]1[CH:28]=[CH:27][C:26]([CH2:29][C:30](O)=[O:31])=[CH:25][CH:24]=1)[CH3:21], predict the reaction product. The product is: [CH2:1]([C:8]1[S:12][C:11]([NH:13][C:30](=[O:31])[CH2:29][C:26]2[CH:27]=[CH:28][C:23]([S:22][CH2:20][CH3:21])=[CH:24][CH:25]=2)=[N:10][C:9]=1[C:14]1[CH:19]=[CH:18][CH:17]=[CH:16][CH:15]=1)[C:2]1[CH:3]=[CH:4][CH:5]=[CH:6][CH:7]=1. (4) Given the reactants [NH2:1][C:2]1[CH:3]=[C:4]([CH:8]=[CH:9][C:10]=1[Cl:11])[C:5]([OH:7])=[O:6].[CH2:12](O)[CH3:13], predict the reaction product. The product is: [NH2:1][C:2]1[CH:3]=[C:4]([CH:8]=[CH:9][C:10]=1[Cl:11])[C:5]([O:7][CH2:12][CH3:13])=[O:6]. (5) Given the reactants Br[C:2]1[N:6]2[CH2:7][C:8]3([C:15]4[CH:20]=[CH:19][C:18]([O:21][CH3:22])=[CH:17][CH:16]=4)[NH:14][CH2:13][CH2:12][N:9]3[C:10](=[O:11])[C:5]2=[CH:4][CH:3]=1.C(N(CC)CC)C.[CH3:30][Si:31]([C:34]#[CH:35])([CH3:33])[CH3:32], predict the reaction product. The product is: [CH3:22][O:21][C:18]1[CH:19]=[CH:20][C:15]([C:8]23[NH:14][CH2:13][CH2:12][N:9]2[C:10](=[O:11])[C:5]2[N:6]([C:2]([C:35]#[C:34][Si:31]([CH3:33])([CH3:32])[CH3:30])=[CH:3][CH:4]=2)[CH2:7]3)=[CH:16][CH:17]=1.